Dataset: Catalyst prediction with 721,799 reactions and 888 catalyst types from USPTO. Task: Predict which catalyst facilitates the given reaction. Reactant: ClC(Cl)(Cl)C(Cl)(Cl)Cl.[F:9][C:10]1[CH:11]=[CH:12][C:13]([NH:16][NH:17][C:18]([N:20]2[CH:25]3[CH2:26][CH2:27][CH:21]2[CH2:22][CH2:23][CH2:24]3)=O)=[N:14][CH:15]=1.C(N(CC)CC)C.C1(P(C2C=CC=CC=2)C2C=CC=CC=2)C=CC=CC=1. Product: [CH:25]12[N:20]([C:18]3[N:14]4[CH:15]=[C:10]([F:9])[CH:11]=[CH:12][C:13]4=[N:16][N:17]=3)[CH:21]([CH2:27][CH2:26]1)[CH2:22][CH2:23][CH2:24]2. The catalyst class is: 1.